Dataset: Reaction yield outcomes from USPTO patents with 853,638 reactions. Task: Predict the reaction yield, written as a fraction of the theoretical maximum amount of product (1.0 means a 100% yield; for example, 0.34 means a 34% yield). The reactants are Cl[C:2]1[CH:11]=[C:10]2[C:5]([CH:6]=[C:7]([C:13]3[C:14]([F:28])=[CH:15][C:16]([F:27])=[C:17]([NH:19][C:20](=[O:26])[O:21][C:22]([CH3:25])([CH3:24])[CH3:23])[CH:18]=3)[C:8]([CH3:12])=[N:9]2)=[CH:4][N:3]=1.CC1(C)C2C(=C(P(C3C=CC=CC=3)C3C=CC=CC=3)C=CC=2)OC2C(P(C3C=CC=CC=3)C3C=CC=CC=3)=CC=CC1=2.C([O-])([O-])=O.[Cs+].[Cs+].[C:77]([NH2:80])(=[O:79])[CH3:78]. The catalyst is O1CCOCC1.C1C=CC(/C=C/C(/C=C/C2C=CC=CC=2)=O)=CC=1.C1C=CC(/C=C/C(/C=C/C2C=CC=CC=2)=O)=CC=1.C1C=CC(/C=C/C(/C=C/C2C=CC=CC=2)=O)=CC=1.[Pd].[Pd]. The product is [C:77]([NH:80][C:2]1[CH:11]=[C:10]2[C:5]([CH:6]=[C:7]([C:13]3[C:14]([F:28])=[CH:15][C:16]([F:27])=[C:17]([NH:19][C:20](=[O:26])[O:21][C:22]([CH3:25])([CH3:23])[CH3:24])[CH:18]=3)[C:8]([CH3:12])=[N:9]2)=[CH:4][N:3]=1)(=[O:79])[CH3:78]. The yield is 0.900.